From a dataset of Peptide-MHC class II binding affinity with 134,281 pairs from IEDB. Regression. Given a peptide amino acid sequence and an MHC pseudo amino acid sequence, predict their binding affinity value. This is MHC class II binding data. (1) The peptide sequence is PKGISRMSMAMGTMA. The MHC is DRB1_1101 with pseudo-sequence DRB1_1101. The binding affinity (normalized) is 0.666. (2) The peptide sequence is AFILDGDNLWPKV. The MHC is HLA-DQA10501-DQB10201 with pseudo-sequence HLA-DQA10501-DQB10201. The binding affinity (normalized) is 0.695. (3) The peptide sequence is GSDPKKLVLNIKYTRPGDSL. The MHC is DRB1_1501 with pseudo-sequence DRB1_1501. The binding affinity (normalized) is 0.576. (4) The peptide sequence is ISEWQPSKGWNDWEN. The MHC is HLA-DQA10201-DQB10402 with pseudo-sequence HLA-DQA10201-DQB10402. The binding affinity (normalized) is 0.515.